Dataset: Forward reaction prediction with 1.9M reactions from USPTO patents (1976-2016). Task: Predict the product of the given reaction. (1) Given the reactants Cl[C:2]1[CH:3]=[C:4]([S:9]([NH:12][C:13]2[N:14]=[N:15][C:16]([Cl:20])=[CH:17][C:18]=2[OH:19])(=[O:11])=[O:10])[CH:5]=[C:6]([Cl:8])[CH:7]=1.[Cl:21]C1C=C(S(Cl)(=O)=O)C=CC=1Cl.ClC1C=C(S(Cl)(=O)=O)C=C(Cl)C=1, predict the reaction product. The product is: [Cl:8][C:6]1[CH:5]=[C:4]([S:9]([NH:12][C:13]2[N:14]=[N:15][C:16]([Cl:20])=[CH:17][C:18]=2[OH:19])(=[O:11])=[O:10])[CH:3]=[CH:2][C:7]=1[Cl:21]. (2) Given the reactants C([O:3][CH:4](OCC)[C:5]1[O:13][C:12]2[C:11]([C:14]3[CH:25]=[CH:24][C:17]([C:18]([NH:20][CH2:21][CH2:22][OH:23])=[O:19])=[CH:16][CH:15]=3)=[CH:10][N:9]=[CH:8][C:7]=2[CH:6]=1)C.Cl.C(=O)([O-])[O-].[Na+].[Na+], predict the reaction product. The product is: [CH:4]([C:5]1[O:13][C:12]2[C:11]([C:14]3[CH:15]=[CH:16][C:17]([C:18]([NH:20][CH2:21][CH2:22][OH:23])=[O:19])=[CH:24][CH:25]=3)=[CH:10][N:9]=[CH:8][C:7]=2[CH:6]=1)=[O:3]. (3) Given the reactants Cl.[Cl:2][C:3]1[CH:4]=[C:5]([C@H:10]2[C@H:15]([N:16]([CH3:31])[C:17](=[O:30])[C:18]3[CH:23]=[CH:22][C:21]([N:24]4[CH2:29][CH2:28][O:27][CH2:26][CH2:25]4)=[CH:20][CH:19]=3)[CH2:14][CH2:13][N:12]([C:32]([CH:34]3[CH2:39][CH2:38][NH:37][CH2:36][CH2:35]3)=[O:33])[CH2:11]2)[CH:6]=[CH:7][C:8]=1[Cl:9].[OH:40][C:41]1([C:44](O)=[O:45])[CH2:43][CH2:42]1.CCN=C=NCCCN(C)C.Cl.C1C=CC2N(O)N=NC=2C=1, predict the reaction product. The product is: [Cl:2][C:3]1[CH:4]=[C:5]([C@H:10]2[C@H:15]([N:16]([CH3:31])[C:17](=[O:30])[C:18]3[CH:19]=[CH:20][C:21]([N:24]4[CH2:29][CH2:28][O:27][CH2:26][CH2:25]4)=[CH:22][CH:23]=3)[CH2:14][CH2:13][N:12]([C:32]([CH:34]3[CH2:39][CH2:38][N:37]([C:44]([C:41]4([OH:40])[CH2:43][CH2:42]4)=[O:45])[CH2:36][CH2:35]3)=[O:33])[CH2:11]2)[CH:6]=[CH:7][C:8]=1[Cl:9]. (4) Given the reactants [CH3:1][N:2]1[CH2:8][CH2:7][CH2:6][N:5]([C:9]2[N:14]=[C:13]([C:15]3[O:19][C:18]([CH:20]=O)=[CH:17][CH:16]=3)[CH:12]=[N:11][CH:10]=2)[CH2:4][CH2:3]1.[S:22]1[CH2:26][C:25](=[O:27])[NH:24][C:23]1=[O:28].N1CCCCC1.O, predict the reaction product. The product is: [CH3:1][N:2]1[CH2:8][CH2:7][CH2:6][N:5]([C:9]2[N:14]=[C:13]([C:15]3[O:19][C:18]([CH:20]=[C:26]4[S:22][C:23](=[O:28])[NH:24][C:25]4=[O:27])=[CH:17][CH:16]=3)[CH:12]=[N:11][CH:10]=2)[CH2:4][CH2:3]1. (5) Given the reactants [Cl:1][C:2]1[N:7]=[C:6](Cl)[CH:5]=[C:4]([C:9]2[C:10]([CH3:15])=[N:11][O:12][C:13]=2[CH3:14])[N:3]=1.Cl.[F:17][C:18]1([F:24])[CH2:23][CH2:22][NH:21][CH2:20][CH2:19]1.Cl.C1(N)CCC1, predict the reaction product. The product is: [Cl:1][C:2]1[N:7]=[C:6]([N:21]2[CH2:22][CH2:23][C:18]([F:24])([F:17])[CH2:19][CH2:20]2)[CH:5]=[C:4]([C:9]2[C:10]([CH3:15])=[N:11][O:12][C:13]=2[CH3:14])[N:3]=1. (6) Given the reactants [CH2:1]([O:8][C:9]([NH:11][C@H:12]([C:47]([O:49]CC(=O)C1C=CC=CC=1)=[O:48])[CH2:13][O:14][C:15]([C@@H:17]1[CH2:21][CH2:20][CH2:19][N:18]1[C:22](=[O:46])[C@@H:23]([NH:25][C:26]([C@@H:28]([N:30]([CH3:45])[C:31]([C@@H:33]1[CH2:37][CH2:36][CH2:35][N:34]1[C:38]([O:40][C:41]([CH3:44])([CH3:43])[CH3:42])=[O:39])=[O:32])[CH3:29])=[O:27])[CH3:24])=[O:16])=[O:10])[C:2]1[CH:7]=[CH:6][CH:5]=[CH:4][CH:3]=1, predict the reaction product. The product is: [CH2:1]([O:8][C:9]([NH:11][C@H:12]([C:47]([OH:49])=[O:48])[CH2:13][O:14][C:15]([C@@H:17]1[CH2:21][CH2:20][CH2:19][N:18]1[C:22](=[O:46])[C@@H:23]([NH:25][C:26]([C@@H:28]([N:30]([CH3:45])[C:31]([C@@H:33]1[CH2:37][CH2:36][CH2:35][N:34]1[C:38]([O:40][C:41]([CH3:42])([CH3:43])[CH3:44])=[O:39])=[O:32])[CH3:29])=[O:27])[CH3:24])=[O:16])=[O:10])[C:2]1[CH:7]=[CH:6][CH:5]=[CH:4][CH:3]=1. (7) Given the reactants C([O:5][C:6](=[O:39])[CH2:7][C@@:8]1([C:23]([NH:25][CH:26]2[CH2:31][CH2:30][N:29]([C:32](OC(C)(C)C)=O)[CH2:28][CH2:27]2)=[O:24])[C@H:12]([CH3:13])[CH2:11][N:10]([CH2:14][C:15]2[C:20]([CH3:21])=[CH:19][CH:18]=[CH:17][C:16]=2[Cl:22])[CH2:9]1)(C)(C)C.FC(F)(F)C(O)=O.[C:47]1(C=O)[CH2:51][CH2:50][CH2:49][CH:48]=1.C(N(CC)CC)C.C(O[BH-](OC(=O)C)OC(=O)C)(=O)C.[Na+], predict the reaction product. The product is: [Cl:22][C:16]1[CH:17]=[CH:18][CH:19]=[C:20]([CH3:21])[C:15]=1[CH2:14][N:10]1[CH2:11][C@@H:12]([CH3:13])[C@@:8]([CH2:7][C:6]([OH:5])=[O:39])([C:23](=[O:24])[NH:25][CH:26]2[CH2:27][CH2:28][N:29]([CH2:32][C:47]3[CH2:51][CH2:50][CH2:49][CH:48]=3)[CH2:30][CH2:31]2)[CH2:9]1.